This data is from Peptide-MHC class I binding affinity with 185,985 pairs from IEDB/IMGT. The task is: Regression. Given a peptide amino acid sequence and an MHC pseudo amino acid sequence, predict their binding affinity value. This is MHC class I binding data. (1) The MHC is HLA-A02:01 with pseudo-sequence HLA-A02:01. The peptide sequence is RIKSVLDII. The binding affinity (normalized) is 0.219. (2) The peptide sequence is YFVPNLKDM. The binding affinity (normalized) is 0.213. The MHC is HLA-A01:01 with pseudo-sequence HLA-A01:01. (3) The peptide sequence is RFFKHFMSL. The MHC is HLA-A24:03 with pseudo-sequence HLA-A24:03. The binding affinity (normalized) is 1.00. (4) The peptide sequence is EIYKRWII. The MHC is HLA-A24:02 with pseudo-sequence HLA-A24:02. The binding affinity (normalized) is 0.0266. (5) The peptide sequence is SKLNNQFGSV. The MHC is H-2-Db with pseudo-sequence H-2-Db. The binding affinity (normalized) is 0.483. (6) The peptide sequence is SVKSFEIDK. The binding affinity (normalized) is 0.130. The MHC is HLA-A33:01 with pseudo-sequence HLA-A33:01. (7) The peptide sequence is ITKEKKEEL. The MHC is HLA-B08:02 with pseudo-sequence HLA-B08:02. The binding affinity (normalized) is 0.0847.